The task is: Regression. Given two drug SMILES strings and cell line genomic features, predict the synergy score measuring deviation from expected non-interaction effect.. This data is from NCI-60 drug combinations with 297,098 pairs across 59 cell lines. (1) Drug 2: CC12CCC3C(C1CCC2OP(=O)(O)O)CCC4=C3C=CC(=C4)OC(=O)N(CCCl)CCCl.[Na+]. Cell line: HL-60(TB). Drug 1: CC1C(C(CC(O1)OC2CC(CC3=C2C(=C4C(=C3O)C(=O)C5=C(C4=O)C(=CC=C5)OC)O)(C(=O)C)O)N)O.Cl. Synergy scores: CSS=39.8, Synergy_ZIP=-2.60, Synergy_Bliss=-3.01, Synergy_Loewe=-40.3, Synergy_HSA=-2.40. (2) Drug 1: CNC(=O)C1=CC=CC=C1SC2=CC3=C(C=C2)C(=NN3)C=CC4=CC=CC=N4. Drug 2: C1CCC(CC1)NC(=O)N(CCCl)N=O. Cell line: HT29. Synergy scores: CSS=14.8, Synergy_ZIP=-4.87, Synergy_Bliss=0.206, Synergy_Loewe=-3.27, Synergy_HSA=-2.27.